This data is from Catalyst prediction with 721,799 reactions and 888 catalyst types from USPTO. The task is: Predict which catalyst facilitates the given reaction. Reactant: [C:1]([O:5][C:6]([N:8]1[CH2:13][CH2:12][CH:11]([CH:14]([C:16]2[CH:21]=[CH:20][C:19]([Br:22])=[CH:18][CH:17]=2)[OH:15])[CH2:10][CH2:9]1)=[O:7])([CH3:4])([CH3:3])[CH3:2].[H-].[Na+].[Cl:25][C:26]1[CH:31]=[CH:30][CH:29]=[C:28](Cl)[N:27]=1. Product: [C:1]([O:5][C:6]([N:8]1[CH2:9][CH2:10][CH:11]([CH:14]([C:16]2[CH:21]=[CH:20][C:19]([Br:22])=[CH:18][CH:17]=2)[O:15][C:28]2[CH:29]=[CH:30][CH:31]=[C:26]([Cl:25])[N:27]=2)[CH2:12][CH2:13]1)=[O:7])([CH3:4])([CH3:2])[CH3:3]. The catalyst class is: 3.